From a dataset of Peptide-MHC class II binding affinity with 134,281 pairs from IEDB. Regression. Given a peptide amino acid sequence and an MHC pseudo amino acid sequence, predict their binding affinity value. This is MHC class II binding data. (1) The peptide sequence is AAATAGTTCYGAFAA. The MHC is HLA-DQA10102-DQB10602 with pseudo-sequence HLA-DQA10102-DQB10602. The binding affinity (normalized) is 0.535. (2) The peptide sequence is QRMFTREELIHFPEF. The MHC is DRB3_0101 with pseudo-sequence DRB3_0101. The binding affinity (normalized) is 0.898. (3) The peptide sequence is GELQIVDKIDAAFFI. The MHC is DRB3_0101 with pseudo-sequence DRB3_0101. The binding affinity (normalized) is 0.613. (4) The peptide sequence is ALSRVHSMFLGTGGS. The MHC is DRB1_0701 with pseudo-sequence DRB1_0701. The binding affinity (normalized) is 0.187.